From a dataset of Forward reaction prediction with 1.9M reactions from USPTO patents (1976-2016). Predict the product of the given reaction. (1) Given the reactants C(=O)([O-])[O-].[Ca+2].I(Cl)(=O)=O.[I:10](Cl)(=O)=O.C([N+](C)(C)C)C1C=CC=CC=1.C1(C)C=CC=CC=1.[CH3:32][C:33]1[C:38]([CH3:39])=[CH:37][C:36]([CH3:40])=[C:35]([CH2:41][C:42]([CH3:44])=[CH2:43])[C:34]=1[OH:45], predict the reaction product. The product is: [I:10][CH2:43][C:42]1([CH3:44])[CH2:41][C:35]2[C:36]([CH3:40])=[CH:37][C:38]([CH3:39])=[C:33]([CH3:32])[C:34]=2[O:45]1. (2) Given the reactants [NH2:1][CH2:2][C:3]1[CH:11]=[CH:10][C:6]([C:7]([OH:9])=[O:8])=[CH:5][CH:4]=1.OS(O)(=O)=O.[OH-].[Na+].[CH3:19]O, predict the reaction product. The product is: [NH2:1][CH2:2][C:3]1[CH:4]=[CH:5][C:6]([C:7]([O:9][CH3:19])=[O:8])=[CH:10][CH:11]=1. (3) Given the reactants [CH3:1][O:2][CH2:3][C@H:4]([CH3:31])[O:5][C:6]1[CH:7]=[C:8]([C:23]2[NH:27][C:26]([C:28](O)=[O:29])=[CH:25][CH:24]=2)[CH:9]=[C:10]([O:12][Si:13]([CH:20]([CH3:22])[CH3:21])([CH:17]([CH3:19])[CH3:18])[CH:14]([CH3:16])[CH3:15])[CH:11]=1.[NH2:32][C@@H:33]([CH2:35][OH:36])[CH3:34].[Cl-].COC1N=C(OC)N=C([N+]2(C)CCOCC2)N=1, predict the reaction product. The product is: [OH:36][CH2:35][C@H:33]([NH:32][C:28]([C:26]1[NH:27][C:23]([C:8]2[CH:9]=[C:10]([O:12][Si:13]([CH:14]([CH3:16])[CH3:15])([CH:17]([CH3:18])[CH3:19])[CH:20]([CH3:21])[CH3:22])[CH:11]=[C:6]([O:5][C@@H:4]([CH3:31])[CH2:3][O:2][CH3:1])[CH:7]=2)=[CH:24][CH:25]=1)=[O:29])[CH3:34]. (4) Given the reactants [CH2:1]([N:3]1[C:7]2=[N:8][C:9]([CH2:27][CH3:28])=[C:10]([CH2:19][NH:20][C:21](=[O:26])[CH2:22][C:23](O)=[O:24])[C:11]([NH:12][CH:13]3[CH2:18][CH2:17][O:16][CH2:15][CH2:14]3)=[C:6]2[CH:5]=[N:4]1)[CH3:2].[Br:29][C:30]1[CH:31]=[C:32]([CH2:37][NH2:38])[CH:33]=[CH:34][C:35]=1[F:36].CN(C(ON1N=NC2C=CC=NC1=2)=[N+](C)C)C.F[P-](F)(F)(F)(F)F.C(N(CC)CC)C, predict the reaction product. The product is: [Br:29][C:30]1[CH:31]=[C:32]([CH2:37][NH:38][C:23](=[O:24])[CH2:22][C:21]([NH:20][CH2:19][C:10]2[C:11]([NH:12][CH:13]3[CH2:14][CH2:15][O:16][CH2:17][CH2:18]3)=[C:6]3[CH:5]=[N:4][N:3]([CH2:1][CH3:2])[C:7]3=[N:8][C:9]=2[CH2:27][CH3:28])=[O:26])[CH:33]=[CH:34][C:35]=1[F:36]. (5) The product is: [C:4]([CH:6]1[CH2:7][CH2:8][N:9]([C:12]([O:14][C:15]([CH3:16])([CH3:17])[CH3:18])=[O:13])[CH2:10][CH2:11]1)(=[O:5])[CH3:20]. Given the reactants CON(C)[C:4]([CH:6]1[CH2:11][CH2:10][N:9]([C:12]([O:14][C:15]([CH3:18])([CH3:17])[CH3:16])=[O:13])[CH2:8][CH2:7]1)=[O:5].[CH3:20][Mg]Br.Cl, predict the reaction product. (6) Given the reactants [CH2:1]([C:3]1[CH:4]=[C:5]([CH3:24])[C:6]([N:9]2[CH2:14][CH2:13][N:12]([C:15]([C:17]3[CH:22]=[CH:21][C:20](I)=[CH:19][CH:18]=3)=[O:16])[CH2:11][CH2:10]2)=[N:7][CH:8]=1)[CH3:2].[CH3:25][C@@H:26]1[O:30][C:29](=[O:31])[NH:28][CH2:27]1, predict the reaction product. The product is: [CH2:1]([C:3]1[CH:4]=[C:5]([CH3:24])[C:6]([N:9]2[CH2:14][CH2:13][N:12]([C:15]([C:17]3[CH:22]=[CH:21][C:20]([N:28]4[CH2:27][C@H:26]([CH3:25])[O:30][C:29]4=[O:31])=[CH:19][CH:18]=3)=[O:16])[CH2:11][CH2:10]2)=[N:7][CH:8]=1)[CH3:2]. (7) Given the reactants [NH2:1][C:2]1[N:7]=[C:6]([C:8]2[CH:15]=[CH:14][C:11]([C:12]#[N:13])=[C:10](F)[CH:9]=2)[CH:5]=[C:4]([NH:17][CH:18]2[C:26]3[C:21](=[CH:22][CH:23]=[CH:24][CH:25]=3)[CH2:20][CH2:19]2)[N:3]=1.O.[NH2:28][NH2:29], predict the reaction product. The product is: [NH2:13][C:12]1[C:11]2[C:10](=[CH:9][C:8]([C:6]3[N:7]=[C:2]([NH2:1])[N:3]=[C:4]([NH:17][CH:18]4[C:26]5[C:21](=[CH:22][CH:23]=[CH:24][CH:25]=5)[CH2:20][CH2:19]4)[CH:5]=3)=[CH:15][CH:14]=2)[NH:29][N:28]=1.